Dataset: Reaction yield outcomes from USPTO patents with 853,638 reactions. Task: Predict the reaction yield, written as a fraction of the theoretical maximum amount of product (1.0 means a 100% yield; for example, 0.34 means a 34% yield). (1) The reactants are Cl[C:2]1[C:7]([C:8]([C:10]2[CH:15]=[CH:14][C:13]([S:16][CH3:17])=[CH:12][CH:11]=2)=O)=[CH:6][N:5]=[C:4]2[NH:18][CH:19]=[CH:20][C:3]=12.[CH3:21][NH:22][NH2:23]. The catalyst is C(O)CCC. The product is [CH3:21][N:22]1[C:2]2=[C:3]3[CH:20]=[CH:19][NH:18][C:4]3=[N:5][CH:6]=[C:7]2[C:8]([C:10]2[CH:15]=[CH:14][C:13]([S:16][CH3:17])=[CH:12][CH:11]=2)=[N:23]1. The yield is 0.770. (2) The reactants are [C:1]([CH:3]([CH3:9])[C:4](OCC)=[O:5])#[N:2].[C:10]1([NH:16][NH2:17])[CH:15]=[CH:14][CH:13]=[CH:12][CH:11]=1. The catalyst is O1CCOCC1. The product is [NH2:2][C:1]1[N:16]([C:10]2[CH:15]=[CH:14][CH:13]=[CH:12][CH:11]=2)[NH:17][C:4](=[O:5])[C:3]=1[CH3:9]. The yield is 0.390. (3) The reactants are [CH2:1]([N:8]1[C:16]2[C:11](=[CH:12][C:13]([CH3:18])=[C:14]([OH:17])[CH:15]=2)[C:10]([CH3:20])([CH3:19])[C:9]1=[O:21])[C:2]1[CH:7]=[CH:6][CH:5]=[CH:4][CH:3]=1.N1C=CC=CC=1.[S:28](O[S:28]([C:31]([F:34])([F:33])[F:32])(=[O:30])=[O:29])([C:31]([F:34])([F:33])[F:32])(=[O:30])=[O:29]. The catalyst is ClCCl. The product is [CH2:1]([N:8]1[C:16]2[C:11](=[CH:12][C:13]([CH3:18])=[C:14]([O:17][S:28]([C:31]([F:34])([F:33])[F:32])(=[O:30])=[O:29])[CH:15]=2)[C:10]([CH3:19])([CH3:20])[C:9]1=[O:21])[C:2]1[CH:7]=[CH:6][CH:5]=[CH:4][CH:3]=1. The yield is 0.950. (4) The reactants are C(OC([N:6]1[C:34]2[C:29](=[CH:30][CH:31]=[C:32]([Cl:35])[CH:33]=2)[C:8]2([CH:13]([C:14]3[CH:19]=[CH:18][CH:17]=[C:16]([Cl:20])[CH:15]=3)[CH2:12][C:11](=[O:21])[NH:10][CH:9]2[C:22]2[CH:27]=[CH:26][CH:25]=[C:24]([F:28])[CH:23]=2)[C:7]1=[O:36])=O)C.[OH-].[Na+]. No catalyst specified. The product is [Cl:35][C:32]1[CH:33]=[C:34]2[NH:6][C:7](=[O:36])[C:8]3([CH:13]([C:14]4[CH:19]=[CH:18][CH:17]=[C:16]([Cl:20])[CH:15]=4)[CH2:12][C:11](=[O:21])[NH:10][CH:9]3[C:22]3[CH:27]=[CH:26][CH:25]=[C:24]([F:28])[CH:23]=3)[C:29]2=[CH:30][CH:31]=1. The yield is 0.500. (5) The reactants are [C:1]([S:4][CH2:5][CH2:6][N:7]([CH2:28][CH2:29][C:30]1[CH:35]=[CH:34][CH:33]=[CH:32][CH:31]=1)[C:8](=[O:27])[NH:9][C@@H:10]([CH2:20][C:21]1[CH:26]=[CH:25][CH:24]=[CH:23][CH:22]=1)[C:11]([N:13]1[CH2:18][CH2:17][N:16]([CH3:19])[CH2:15][CH2:14]1)=[O:12])(=[O:3])[CH3:2].[C:36]([OH:43])(=[O:42])/[CH:37]=[CH:38]/[C:39]([OH:41])=[O:40]. The catalyst is CCOCC.CO. The product is [C:36]([OH:43])(=[O:42])/[CH:37]=[CH:38]/[C:39]([OH:41])=[O:40].[C:1]([S:4][CH2:5][CH2:6][N:7]([CH2:28][CH2:29][C:30]1[CH:35]=[CH:34][CH:33]=[CH:32][CH:31]=1)[C:8](=[O:27])[NH:9][C@@H:10]([CH2:20][C:21]1[CH:22]=[CH:23][CH:24]=[CH:25][CH:26]=1)[C:11]([N:13]1[CH2:14][CH2:15][N:16]([CH3:19])[CH2:17][CH2:18]1)=[O:12])(=[O:3])[CH3:2]. The yield is 0.450. (6) The reactants are [O:1]1[C:5]2[CH:6]=[CH:7][C:8]([CH:10]3[C:18]4[C:13](=[CH:14][CH:15]=[CH:16][CH:17]=4)[N:12]([CH2:19][CH2:20][CH2:21][CH2:22][CH3:23])[C:11]3=[O:24])=[CH:9][C:4]=2[O:3][CH2:2]1.Br[CH2:26][C:27]([O:29][CH3:30])=[O:28].[H-].[Na+]. The catalyst is C1COCC1. The product is [O:1]1[C:5]2[CH:6]=[CH:7][C:8]([C:10]3([CH2:26][C:27]([O:29][CH3:30])=[O:28])[C:18]4[C:13](=[CH:14][CH:15]=[CH:16][CH:17]=4)[N:12]([CH2:19][CH2:20][CH2:21][CH2:22][CH3:23])[C:11]3=[O:24])=[CH:9][C:4]=2[O:3][CH2:2]1. The yield is 0.760. (7) The product is [CH:1]1([CH:7]([OH:25])[C:8]23[C:22](=[O:24])[O:23][C:12]2([CH3:13])[CH:11]([CH2:15][CH2:16][CH2:17][CH2:18][CH2:19][CH3:20])[C:10](=[O:21])[NH:9]3)[CH2:6][CH2:5][CH2:4][CH:3]=[CH:2]1. The catalyst is ClCCl. The reactants are [CH:1]1([CH:7]([OH:25])[C:8]2([C:22]([OH:24])=[O:23])[C:12](O)([CH3:13])[CH:11]([CH2:15][CH2:16][CH2:17][CH2:18][CH2:19][CH3:20])[C:10](=[O:21])[NH:9]2)[CH2:6][CH2:5][CH2:4][CH:3]=[CH:2]1.C(N(CC)CC)C.C1N(P(Cl)(N2C(=O)OCC2)=O)C(=O)OC1.C(=O)([O-])O.[Na+]. The yield is 0.790. (8) The reactants are [F:1][C:2]1[CH:7]=[CH:6][C:5]([N:8]2[C:16]3[C:11](=[CH:12][C:13]([C:17]([CH3:25])([CH3:24])[C:18]([CH3:23])([CH3:22])[C:19](O)=[O:20])=[CH:14][CH:15]=3)[CH:10]=[N:9]2)=[CH:4][CH:3]=1.[Cl-].[NH4+].O[N:29]1C2N=CC=CC=2N=N1.Cl.CN(C)CCCN=C=NCC.C(N(C(C)C)CC)(C)C. The catalyst is C(OCC)(=O)C.C(#N)C. The product is [F:1][C:2]1[CH:3]=[CH:4][C:5]([N:8]2[C:16]3[C:11](=[CH:12][C:13]([C:17]([CH3:25])([CH3:24])[C:18]([CH3:23])([CH3:22])[C:19]([NH2:29])=[O:20])=[CH:14][CH:15]=3)[CH:10]=[N:9]2)=[CH:6][CH:7]=1. The yield is 0.740. (9) The reactants are [F:1][C:2]1[C:3]([CH2:30][CH2:31][C:32]2[S:33][CH:34]=[C:35]([CH:37]([CH3:39])[CH3:38])[N:36]=2)=[CH:4][C:5]2[N:6]([CH:29]=1)[C:7](=[O:28])[C:8](/[CH:19]=[CH:20]/[C:21]([O:23][C:24]([CH3:27])([CH3:26])[CH3:25])=[O:22])=[C:9]([N:11]1[CH2:16][CH2:15][CH2:14][CH:13](C=O)[CH2:12]1)[N:10]=2.C[O-:41].[Na+].O. The catalyst is CO. The product is [F:1][C:2]1[C:3]([CH2:30][CH2:31][C:32]2[S:33][CH:34]=[C:35]([CH:37]([CH3:39])[CH3:38])[N:36]=2)=[CH:4][C:5]2[N:6]([CH:29]=1)[C:7](=[O:28])[C:8](/[CH:19]=[CH:20]/[C:21]([O:23][C:24]([CH3:27])([CH3:26])[CH3:25])=[O:22])=[C:9]([N:11]1[CH2:16][CH2:15][CH2:14][CH:13]([OH:41])[CH2:12]1)[N:10]=2. The yield is 0.650. (10) The reactants are [Cl:1][C:2]1[C:3]([N:8]2[CH2:13][CH2:12][N:11]([CH2:14][C:15]3[CH:16]=[N:17][N:18]([CH3:21])[C:19]=3[CH3:20])[CH2:10][CH2:9]2)=[N:4][CH:5]=[CH:6][N:7]=1.C(=O)([O-])[O-].[K+].[K+].CC1(C)C(C)(C)OB([C:36]2[CH:41]=[CH:40][C:39]([CH2:42][C:43]([NH2:45])=[O:44])=[CH:38][CH:37]=2)O1.Cl. The catalyst is CN(C)C(=O)C.C(#N)C.C1C=CC([P]([Pd]([P](C2C=CC=CC=2)(C2C=CC=CC=2)C2C=CC=CC=2)([P](C2C=CC=CC=2)(C2C=CC=CC=2)C2C=CC=CC=2)[P](C2C=CC=CC=2)(C2C=CC=CC=2)C2C=CC=CC=2)(C2C=CC=CC=2)C2C=CC=CC=2)=CC=1.O. The product is [ClH:1].[CH3:21][N:18]1[C:19]([CH3:20])=[C:15]([CH2:14][N:11]2[CH2:12][CH2:13][N:8]([C:3]3[C:2]([C:36]4[CH:41]=[CH:40][C:39]([CH2:42][C:43]([NH2:45])=[O:44])=[CH:38][CH:37]=4)=[N:7][CH:6]=[CH:5][N:4]=3)[CH2:9][CH2:10]2)[CH:16]=[N:17]1. The yield is 0.370.